Dataset: Forward reaction prediction with 1.9M reactions from USPTO patents (1976-2016). Task: Predict the product of the given reaction. (1) Given the reactants [F:1][C:2]1[CH:3]=[C:4]([NH:24][C:25](=[O:36])[CH2:26][C:27]([NH:29][C:30]2[CH:35]=[CH:34][CH:33]=[CH:32][CH:31]=2)=[O:28])[CH:5]=[CH:6][C:7]=1[O:8][C:9]1[CH:14]=[CH:13][N:12]=[C:11]2[CH:15]=[C:16](C3N(C)C=CN=3)[S:17][C:10]=12.FC1C=C(N)C=CC=1OC1C=CN=C2C=C([C:54]3[N:58]([CH3:59])[CH:57]=[N:56][CH:55]=3)SC=12, predict the reaction product. The product is: [F:1][C:2]1[CH:3]=[C:4]([NH:24][C:25](=[O:36])[CH2:26][C:27]([NH:29][C:30]2[CH:31]=[CH:32][CH:33]=[CH:34][CH:35]=2)=[O:28])[CH:5]=[CH:6][C:7]=1[O:8][C:9]1[CH:14]=[CH:13][N:12]=[C:11]2[CH:15]=[C:16]([C:54]3[N:58]([CH3:59])[CH:57]=[N:56][CH:55]=3)[S:17][C:10]=12. (2) The product is: [CH3:1][O:2][C:3](=[O:10])[C:4]([CH3:9])([CH3:8])[C@H:5]([OH:7])[CH3:6]. Given the reactants [CH3:1][O:2][C:3](=[O:10])[C:4]([CH3:9])([CH3:8])[C:5](=[O:7])[CH3:6], predict the reaction product. (3) Given the reactants [NH2:1][CH2:2][C:3]1[CH:8]=[CH:7][C:6]([CH2:9][C:10]([O:12][C:13]([CH3:16])([CH3:15])[CH3:14])=[O:11])=[CH:5][CH:4]=1.Br[CH2:18][C:19]([O:21][C:22]([CH3:25])([CH3:24])[CH3:23])=[O:20].C(N(CC)CC)C, predict the reaction product. The product is: [C:13]([O:12][C:10](=[O:11])[CH2:9][C:6]1[CH:7]=[CH:8][C:3]([CH2:2][NH:1][CH2:18][C:19]([O:21][C:22]([CH3:25])([CH3:24])[CH3:23])=[O:20])=[CH:4][CH:5]=1)([CH3:16])([CH3:15])[CH3:14]. (4) Given the reactants [CH2:1]([O:3][CH:4]([CH2:10][C:11]1[CH:16]=[CH:15][C:14]([O:17][CH2:18][CH2:19][NH:20][C:21](=[O:34])[C:22]2[CH:27]=[CH:26][C:25]([C:28]3[CH:33]=[CH:32][CH:31]=[CH:30][N:29]=3)=[CH:24][CH:23]=2)=[CH:13][CH:12]=1)[C:5]([O:7]CC)=[O:6])[CH3:2].[OH-].[Na+:36], predict the reaction product. The product is: [CH2:1]([O:3][CH:4]([CH2:10][C:11]1[CH:12]=[CH:13][C:14]([O:17][CH2:18][CH2:19][NH:20][C:21](=[O:34])[C:22]2[CH:23]=[CH:24][C:25]([C:28]3[CH:33]=[CH:32][CH:31]=[CH:30][N:29]=3)=[CH:26][CH:27]=2)=[CH:15][CH:16]=1)[C:5]([O-:7])=[O:6])[CH3:2].[Na+:36]. (5) Given the reactants Cl.[F:2][C:3]1[C:8]([NH:9][C:10]2[C:15]([C:16]3[N:24]=[CH:23][N:22]=[C:21]4[C:17]=3[N:18]=[CH:19][N:20]4C3CCCCO3)=[CH:14][CH:13]=[CH:12][N:11]=2)=[C:7]([F:31])[CH:6]=[CH:5][C:4]=1[NH:32][S:33]([C:36]1[CH:37]=[N:38][CH:39]=[CH:40][CH:41]=1)(=[O:35])=[O:34], predict the reaction product. The product is: [N:24]1[C:16]([C:15]2[C:10]([NH:9][C:8]3[C:3]([F:2])=[C:4]([NH:32][S:33]([C:36]4[CH:37]=[N:38][CH:39]=[CH:40][CH:41]=4)(=[O:34])=[O:35])[CH:5]=[CH:6][C:7]=3[F:31])=[N:11][CH:12]=[CH:13][CH:14]=2)=[C:17]2[C:21]([NH:20][CH:19]=[N:18]2)=[N:22][CH:23]=1. (6) Given the reactants Cl.[Cl:2][C:3]1[C:7]([NH:8][CH2:9][CH3:10])=[CH:6][N:5]([C:11]2[CH:12]=[N:13][CH:14]=[CH:15][CH:16]=2)[N:4]=1.[CH:17]1([C:20]([OH:22])=O)[CH2:19][CH2:18]1.Cl.CN(C)CCCN=C=NCC, predict the reaction product. The product is: [Cl:2][C:3]1[C:7]([N:8]([CH2:9][CH3:10])[C:20]([CH:17]2[CH2:19][CH2:18]2)=[O:22])=[CH:6][N:5]([C:11]2[CH:12]=[N:13][CH:14]=[CH:15][CH:16]=2)[N:4]=1.